Dataset: Full USPTO retrosynthesis dataset with 1.9M reactions from patents (1976-2016). Task: Predict the reactants needed to synthesize the given product. (1) Given the product [CH3:8][CH:2]([CH3:1])/[CH:3]=[CH:4]/[C:5]([N:27]1[CH2:28][CH2:29][CH2:30][N:24]([C:20]2[CH:19]=[C:18]([CH3:17])[CH:23]=[CH:22][N:21]=2)[CH2:25][CH2:26]1)=[O:7], predict the reactants needed to synthesize it. The reactants are: [CH3:1][CH:2]([CH3:8])/[CH:3]=[CH:4]/[C:5]([OH:7])=O.C(Cl)(=O)C(Cl)=O.Cl.Cl.[CH3:17][C:18]1[CH:23]=[CH:22][N:21]=[C:20]([N:24]2[CH2:30][CH2:29][CH2:28][NH:27][CH2:26][CH2:25]2)[CH:19]=1.CCN(C(C)C)C(C)C. (2) Given the product [ClH:32].[NH2:15][CH2:16][CH2:17][CH2:18][C:19]([NH:21][C:22]1[CH:31]=[CH:30][C:29]([Cl:32])=[CH:28][C:23]=1[C:24]([O:26][CH3:27])=[O:25])=[O:20], predict the reactants needed to synthesize it. The reactants are: Cl.C(OCC)(=O)C.C(OC([NH:15][CH2:16][CH2:17][CH2:18][C:19]([NH:21][C:22]1[CH:31]=[CH:30][C:29]([Cl:32])=[CH:28][C:23]=1[C:24]([O:26][CH3:27])=[O:25])=[O:20])=O)(C)(C)C. (3) Given the product [Cl:23][CH2:24][CH2:25][CH2:26][CH2:27][CH:9]([C:4]1[CH:5]=[CH:6][C:7]([F:8])=[C:2]([F:1])[CH:3]=1)[C:10]([OH:12])=[O:11], predict the reactants needed to synthesize it. The reactants are: [F:1][C:2]1[CH:3]=[C:4]([CH2:9][C:10]([OH:12])=[O:11])[CH:5]=[CH:6][C:7]=1[F:8].C[Si]([N-][Si](C)(C)C)(C)C.[Na+].[Cl:23][CH2:24][CH2:25][CH2:26][CH2:27]I. (4) The reactants are: [O:1]1[C:5]2[CH:6]=[CH:7][C:8](C3(CCC(O)=O)C4C(=CC=CC=4)N(CCCCC)C3=O)=[CH:9][C:4]=2[O:3][CH2:2]1.O1C2C=C[C:37]([C:39]3(CC(O)=O)[C:47]4[C:42](=[CH:43][CH:44]=[CH:45][CH:46]=4)[N:41]([CH2:48][CH2:49][CH2:50][CH2:51][CH3:52])[C:40]3=[O:53])=[CH:38][C:33]=2[O:32]C1. Given the product [CH2:48]([N:41]1[C:42]2[C:47](=[CH:46][CH:45]=[CH:44][CH:43]=2)[C:39]2([CH2:37][CH2:38][C:33](=[O:32])[C:8]3[C:7]2=[CH:6][C:5]2[O:1][CH2:2][O:3][C:4]=2[CH:9]=3)[C:40]1=[O:53])[CH2:49][CH2:50][CH2:51][CH3:52], predict the reactants needed to synthesize it.